From a dataset of Forward reaction prediction with 1.9M reactions from USPTO patents (1976-2016). Predict the product of the given reaction. (1) Given the reactants [OH:1][N:2]1C(=O)C2=CC=CC=C2C1=O.Br[CH2:14][C:15]1[CH:16]=[C:17]([CH:20]=[CH:21][CH:22]=1)[C:18]#[N:19], predict the reaction product. The product is: [NH2:2][O:1][CH2:14][C:15]1[CH:16]=[C:17]([CH:20]=[CH:21][CH:22]=1)[C:18]#[N:19]. (2) Given the reactants [C:1]([C:4]1[C:9]([C:10]2[CH:15]=[CH:14][CH:13]=[CH:12][CH:11]=2)=[N:8][N:7]([C:16]2[CH:21]=[CH:20][CH:19]=[CH:18][CH:17]=2)[C:6](=[O:22])[CH:5]=1)(=[O:3])[CH3:2], predict the reaction product. The product is: [OH:3][CH:1]([C:4]1[C:9]([C:10]2[CH:15]=[CH:14][CH:13]=[CH:12][CH:11]=2)=[N:8][N:7]([C:16]2[CH:21]=[CH:20][CH:19]=[CH:18][CH:17]=2)[C:6](=[O:22])[CH:5]=1)[CH3:2]. (3) Given the reactants [Cl:1]N1C(=O)CCC1=O.[F:9][C:10]1[CH:18]=[CH:17][C:13]([CH:14]=[N:15][OH:16])=[CH:12][CH:11]=1, predict the reaction product. The product is: [F:9][C:10]1[CH:18]=[CH:17][C:13]([C:14]([Cl:1])=[N:15][OH:16])=[CH:12][CH:11]=1. (4) Given the reactants Br[C:2]1[C:10]2[C:5](=[N:6][C:7]([NH2:11])=[N:8][CH:9]=2)[N:4]([CH3:12])[N:3]=1.CC1(C)C(C)(C)OB([C:21]2[CH:22]=[C:23]([C:28]([F:31])([F:30])[F:29])[C:24]([NH2:27])=[N:25][CH:26]=2)O1.C(=O)([O-])[O-].[Cs+].[Cs+].O, predict the reaction product. The product is: [NH2:27][C:24]1[N:25]=[CH:26][C:21]([C:2]2[C:10]3[C:5](=[N:6][C:7]([NH2:11])=[N:8][CH:9]=3)[N:4]([CH3:12])[N:3]=2)=[CH:22][C:23]=1[C:28]([F:31])([F:29])[F:30]. (5) Given the reactants [CH:1]1([CH2:4][N:5]2[CH2:11][CH2:10][C:9]3[CH:12]=[CH:13][C:14]([OH:16])=[CH:15][C:8]=3[CH2:7][CH2:6]2)[CH2:3][CH2:2]1.O[CH:18]1[CH2:23][CH2:22][N:21]([C:24]([O:26][C:27]([CH3:30])([CH3:29])[CH3:28])=[O:25])[CH2:20][CH2:19]1.C1(P(C2C=CC=CC=2)C2C=CC=CC=2)C=CC=CC=1.N(C(OC(C)(C)C)=O)=NC(OC(C)(C)C)=O, predict the reaction product. The product is: [CH:1]1([CH2:4][N:5]2[CH2:11][CH2:10][C:9]3[CH:12]=[CH:13][C:14]([O:16][CH:18]4[CH2:23][CH2:22][N:21]([C:24]([O:26][C:27]([CH3:30])([CH3:29])[CH3:28])=[O:25])[CH2:20][CH2:19]4)=[CH:15][C:8]=3[CH2:7][CH2:6]2)[CH2:2][CH2:3]1.